From a dataset of Catalyst prediction with 721,799 reactions and 888 catalyst types from USPTO. Predict which catalyst facilitates the given reaction. (1) Reactant: [C:1]([C:3]1([CH2:9][O:10][C:11]2[C:23]([CH:24]3[CH2:26][CH2:25]3)=[CH:22][C:14]([C:15]([O:17]C(C)(C)C)=[O:16])=[C:13]([F:27])[CH:12]=2)[CH2:8][CH2:7][CH2:6][CH2:5][CH2:4]1)#[N:2].FC(F)(F)C(O)=O. Product: [C:1]([C:3]1([CH2:9][O:10][C:11]2[C:23]([CH:24]3[CH2:26][CH2:25]3)=[CH:22][C:14]([C:15]([OH:17])=[O:16])=[C:13]([F:27])[CH:12]=2)[CH2:4][CH2:5][CH2:6][CH2:7][CH2:8]1)#[N:2]. The catalyst class is: 4. (2) Reactant: C([Li])CCC.[CH2:6]([N:13]1[CH2:18][CH2:17][N:16]([CH2:19][C:20]2[CH:25]=[CH:24][CH:23]=[CH:22][CH:21]=2)[CH2:15][C@@H:14]1[C:26]1[CH:31]=[CH:30][C:29](Br)=[CH:28][CH:27]=1)[C:7]1[CH:12]=[CH:11][CH:10]=[CH:9][CH:8]=1.CN(C)[CH:35]=[O:36]. Product: [CH2:6]([N:13]1[CH2:18][CH2:17][N:16]([CH2:19][C:20]2[CH:25]=[CH:24][CH:23]=[CH:22][CH:21]=2)[CH2:15][C@@H:14]1[C:26]1[CH:31]=[CH:30][C:29]([CH:35]=[O:36])=[CH:28][CH:27]=1)[C:7]1[CH:12]=[CH:11][CH:10]=[CH:9][CH:8]=1. The catalyst class is: 7.